Dataset: Forward reaction prediction with 1.9M reactions from USPTO patents (1976-2016). Task: Predict the product of the given reaction. (1) Given the reactants [O:1]1[C:5]2[CH:6]=[CH:7][C:8]([CH2:10][N:11]3[CH2:16][CH2:15][N:14]([C:17]([NH:19][C:20]4[CH:25]=[C:24]([C:26]5[S:27][CH:28]=[CH:29][CH:30]=5)[CH:23]=[CH:22][C:21]=4[NH:31]C(=O)OC(C)(C)C)=[O:18])[CH2:13][CH2:12]3)=[CH:9][C:4]=2[O:3][CH2:2]1.C(Cl)Cl.FC(F)(F)C(O)=O.[OH-].[K+], predict the reaction product. The product is: [NH2:31][C:21]1[CH:22]=[CH:23][C:24]([C:26]2[S:27][CH:28]=[CH:29][CH:30]=2)=[CH:25][C:20]=1[NH:19][C:17]([N:14]1[CH2:15][CH2:16][N:11]([CH2:10][C:8]2[CH:7]=[CH:6][C:5]3[O:1][CH2:2][O:3][C:4]=3[CH:9]=2)[CH2:12][CH2:13]1)=[O:18]. (2) Given the reactants [NH2:1][C:2]1[C:3]([NH:21][CH:22]2[CH:26]([CH2:27][CH3:28])[CH2:25][CH:24]([NH:29][S:30]([CH:33]3[CH2:35][CH2:34]3)(=[O:32])=[O:31])[CH2:23]2)=[C:4]2[CH:10]=[CH:9][N:8]([S:11]([C:14]3[CH:20]=[CH:19][C:17]([CH3:18])=[CH:16][CH:15]=3)(=[O:13])=[O:12])[C:5]2=[N:6][CH:7]=1.[CH3:36][C@H](NC([C@H]1N(C([C@@H](NC([C@@H](N)CC2C=CC(O)=CC=2)=O)CC(O)=O)=O)CCC1)=O)C(N1[C@H](C(N2[C@H](C(N3[C@H](C(N4[C@H](C(N5[C@H](C(N6[C@H](C(O)=O)CCC6)=O)CCC5)=O)CCC4)=O)CCC3)=O)CCC2)=O)CCC1)=O, predict the reaction product. The product is: [CH2:27]([CH:26]1[CH:22]([N:21]2[C:3]3=[C:4]4[CH:10]=[CH:9][N:8]([S:11]([C:14]5[CH:15]=[CH:16][C:17]([CH3:18])=[CH:19][CH:20]=5)(=[O:12])=[O:13])[C:5]4=[N:6][CH:7]=[C:2]3[N:1]=[CH:36]2)[CH2:23][CH:24]([NH:29][S:30]([CH:33]2[CH2:35][CH2:34]2)(=[O:31])=[O:32])[CH2:25]1)[CH3:28]. (3) Given the reactants [H-].[Na+].[CH:3]1([C:7]([O-:9])=O)[CH2:6][CH2:5][CH2:4]1.[C:10](#[N:12])[CH3:11].Cl, predict the reaction product. The product is: [CH:3]1([C:7](=[O:9])[CH2:11][C:10]#[N:12])[CH2:4][CH2:5][CH2:6]1. (4) Given the reactants C(=O)(O[CH:5]1[CH:9]([CH2:10][O:11][CH2:12][C:13]2[CH:18]=[CH:17][CH:16]=[CH:15][CH:14]=2)[CH:8]([O:19][CH2:20][C:21]2[CH:26]=[CH:25][CH:24]=[CH:23][CH:22]=2)[CH:7]=[CH:6]1)OC.[C:28]1([S:34]([CH2:37][N+:38]([O-:40])=[O:39])(=[O:36])=[O:35])[CH:33]=[CH:32][CH:31]=[CH:30][CH:29]=1.C(N(CC)CC)C, predict the reaction product. The product is: [N+:38]([CH:37]([CH:5]1[CH:9]([CH2:10][O:11][CH2:12][C:13]2[CH:14]=[CH:15][CH:16]=[CH:17][CH:18]=2)[CH:8]([O:19][CH2:20][C:21]2[CH:22]=[CH:23][CH:24]=[CH:25][CH:26]=2)[CH:7]=[CH:6]1)[S:34]([C:28]1[CH:29]=[CH:30][CH:31]=[CH:32][CH:33]=1)(=[O:36])=[O:35])([O-:40])=[O:39]. (5) Given the reactants C([N:9]1[CH2:18][CH2:17][C:16]2[N:15]=[C:14]([CH3:19])[NH:13][C:12]=2[C:11]2[CH:20]=[CH:21][CH:22]=[CH:23][C:10]1=2)(=O)C1C=CC=CC=1, predict the reaction product. The product is: [CH3:19][C:14]1[NH:13][C:12]2[C:11]3[CH:20]=[CH:21][CH:22]=[CH:23][C:10]=3[NH:9][CH2:18][CH2:17][C:16]=2[N:15]=1. (6) Given the reactants C(C1C(F)=C(F)C=C(Br)C=1O)C=C.ClC1C=C(C=CC=1)C(OO)=O.C(=O)([O-])[O-].[K+].[K+].[Br:31][C:32]1[C:40]2[O:39][CH:38]([CH2:41][OH:42])[CH2:37][C:36]=2[C:35]([F:43])=[C:34]([F:44])[CH:33]=1.C(N(C(C)C)CC)(C)C.[C:54]1([CH3:64])[CH:59]=[CH:58][C:57]([S:60](Cl)(=[O:62])=[O:61])=[CH:56][CH:55]=1, predict the reaction product. The product is: [CH3:64][C:54]1[CH:59]=[CH:58][C:57]([S:60]([O:42][CH2:41][CH:38]2[CH2:37][C:36]3[C:35]([F:43])=[C:34]([F:44])[CH:33]=[C:32]([Br:31])[C:40]=3[O:39]2)(=[O:62])=[O:61])=[CH:56][CH:55]=1.